The task is: Predict which catalyst facilitates the given reaction.. This data is from Catalyst prediction with 721,799 reactions and 888 catalyst types from USPTO. (1) Reactant: [F:1][C:2]([F:19])([F:18])[O:3][C:4]1[CH:9]=[CH:8][C:7]([C:10]2[N:15]=[CH:14][C:13]([CH2:16]O)=[CH:12][CH:11]=2)=[CH:6][CH:5]=1.O=S(Cl)[Cl:22]. Product: [Cl:22][CH2:16][C:13]1[CH:12]=[CH:11][C:10]([C:7]2[CH:8]=[CH:9][C:4]([O:3][C:2]([F:19])([F:18])[F:1])=[CH:5][CH:6]=2)=[N:15][CH:14]=1. The catalyst class is: 2. (2) Reactant: [CH:1]1[C:11]2[CH:10]=[CH:9][C:8]3[CH:12]=[CH:13][CH:14]=[CH:15][C:7]=3[N:6]([CH2:16][C:17]3[CH:26]=[CH:25][C:20]([C:21](OC)=[O:22])=[CH:19][CH:18]=3)[C:5]=2[CH:4]=[CH:3][CH:2]=1.C(Cl)(=O)C([Cl:30])=O.CN(C=O)C. Product: [CH:1]1[C:11]2[CH:10]=[CH:9][C:8]3[CH:12]=[CH:13][CH:14]=[CH:15][C:7]=3[N:6]([CH2:16][C:17]3[CH:26]=[CH:25][C:20]([C:21]([Cl:30])=[O:22])=[CH:19][CH:18]=3)[C:5]=2[CH:4]=[CH:3][CH:2]=1. The catalyst class is: 2. (3) Reactant: COC[O:4][C:5]1[CH:10]=[CH:9][C:8]([C:11]2[C:20]([CH3:21])=[CH:19][C:18]3[C:17]([CH3:23])([CH3:22])[CH2:16][CH2:15][C:14]([CH3:25])([CH3:24])[C:13]=3[CH:12]=2)=[CH:7][C:6]=1[C:26](=[CH2:30])[C:27]([OH:29])=[O:28].CO.[CH2:33]1COCC1.S(=O)(=O)(O)O. Product: [OH:4][C:5]1[CH:10]=[CH:9][C:8]([C:11]2[C:20]([CH3:21])=[CH:19][C:18]3[C:17]([CH3:23])([CH3:22])[CH2:16][CH2:15][C:14]([CH3:25])([CH3:24])[C:13]=3[CH:12]=2)=[CH:7][C:6]=1[C:26](=[CH2:30])[C:27]([O:29][CH3:33])=[O:28]. The catalyst class is: 6. (4) Reactant: [CH:1]1[N:5]=[C:4]([CH:6]2[CH2:11][CH2:10][CH2:9][N:8](C(OC(C)(C)C)=O)[CH2:7]2)[N:3]2[CH2:19][CH2:20][CH2:21][C:2]=12.[F:22][C:23]([F:28])([F:27])[C:24]([OH:26])=[O:25]. Product: [F:22][C:23]([F:28])([F:27])[C:24]([OH:26])=[O:25].[NH:8]1[CH2:9][CH2:10][CH2:11][CH:6]([C:4]2[N:3]3[CH2:19][CH2:20][CH2:21][C:2]3=[CH:1][N:5]=2)[CH2:7]1. The catalyst class is: 4. (5) Reactant: C(O)=O.C(N(CC)CC)C.[N+:11]([C:14]1[CH:19]=[CH:18][C:17]([CH2:20][CH2:21][C:22]([OH:24])=[O:23])=[CH:16][CH:15]=1)([O-])=O.C. Product: [NH2:11][C:14]1[CH:15]=[CH:16][C:17]([CH2:20][CH2:21][C:22]([OH:24])=[O:23])=[CH:18][CH:19]=1. The catalyst class is: 386. (6) Reactant: O1CCCC1.Cl.[CH3:7][O:8][C:9]1[CH:32]=[CH:31][C:12]([CH2:13][N:14]2[C:22]3[CH:21]=[CH:20][CH:19]=[C:18]([C:23]([O:25][CH3:26])=[O:24])[C:17]=3[C:16]([CH:27]=[CH:28][O:29]C)=[N:15]2)=[CH:11][CH:10]=1. Product: [CH3:7][O:8][C:9]1[CH:10]=[CH:11][C:12]([CH2:13][N:14]2[C:22]3[CH:21]=[CH:20][CH:19]=[C:18]([C:23]([O:25][CH3:26])=[O:24])[C:17]=3[C:16]([CH2:27][CH:28]=[O:29])=[N:15]2)=[CH:31][CH:32]=1. The catalyst class is: 13. (7) Reactant: [F:1][C:2]1[CH:27]=[CH:26][CH:25]=[CH:24][C:3]=1[O:4][C:5]1[N:10]=[CH:9][C:8]2[N:11]=[C:12]([C:14]3[CH:19]=[C:18]([CH3:20])[C:17]([O:21]C)=[C:16]([CH3:23])[CH:15]=3)[O:13][C:7]=2[CH:6]=1.B(Br)(Br)Br.C(=O)(O)[O-].[Na+]. Product: [F:1][C:2]1[CH:27]=[CH:26][CH:25]=[CH:24][C:3]=1[O:4][C:5]1[N:10]=[CH:9][C:8]2[N:11]=[C:12]([C:14]3[CH:15]=[C:16]([CH3:23])[C:17]([OH:21])=[C:18]([CH3:20])[CH:19]=3)[O:13][C:7]=2[CH:6]=1. The catalyst class is: 4.